This data is from Reaction yield outcomes from USPTO patents with 853,638 reactions. The task is: Predict the reaction yield, written as a fraction of the theoretical maximum amount of product (1.0 means a 100% yield; for example, 0.34 means a 34% yield). (1) The reactants are B(Br)(Br)Br.C[O:6][C:7]1[CH:8]=[C:9]2[C:14](=[CH:15][CH:16]=1)[CH:13]=[C:12]([C:17]1[N:22]=[CH:21][C:20]([C:23]([O:25][CH3:26])=[O:24])=[CH:19][CH:18]=1)[CH:11]=[CH:10]2.[OH-].[Na+]. The catalyst is ClCCl. The product is [OH:6][C:7]1[CH:8]=[C:9]2[C:14](=[CH:15][CH:16]=1)[CH:13]=[C:12]([C:17]1[N:22]=[CH:21][C:20]([C:23]([O:25][CH3:26])=[O:24])=[CH:19][CH:18]=1)[CH:11]=[CH:10]2. The yield is 0.880. (2) The reactants are O=C1[C:14]2[C:13]3[C:8](=[CH:9]C=C[CH:12]=3)[N:7]([CH2:15][C:16]3[CH:25]=[CH:24][C:19]([C:20]([O:22][CH3:23])=[O:21])=[CH:18][CH:17]=3)[C:6]=2CCC1.Cl.[CH3:27]NC.[CH2:30]=[O:31].[C:32]1([CH3:38])[CH:37]=[CH:36][CH:35]=[CH:34][CH:33]=1. The catalyst is C(O)(=O)C. The product is [CH3:27][C:13]1([CH3:12])[C:8](=[CH2:9])[C:30](=[O:31])[C:38]2[C:32]3[C:37](=[CH:36][CH:35]=[CH:34][CH:33]=3)[N:7]([CH2:15][C:16]3[CH:17]=[CH:18][C:19]([C:20]([O:22][CH3:23])=[O:21])=[CH:24][CH:25]=3)[C:6]=2[CH2:14]1. The yield is 0.670. (3) The reactants are [O:1]=[C:2]1[C:7]2[CH:8]=[CH:9][S:10][C:6]=2[CH2:5][CH2:4][CH:3]1[C:11]([O:13][CH3:14])=[O:12].[Br:15]Br.O. The catalyst is CCOCC.C(Cl)(Cl)(Cl)Cl. The product is [Br:15][C:3]1([C:11]([O:13][CH3:14])=[O:12])[C:2](=[O:1])[C:7]2[CH:8]=[CH:9][S:10][C:6]=2[CH2:5][CH2:4]1. The yield is 0.990. (4) The reactants are [Br:1][C:2]1[C:7]([O:8][CH3:9])=[CH:6][CH:5]=[CH:4][C:3]=1[F:10].[CH3:11][O:12]C(Cl)Cl. The catalyst is [Ti](Cl)(Cl)(Cl)Cl.ClCCl. The product is [Br:1][C:2]1[C:3]([F:10])=[C:4]([CH:5]=[CH:6][C:7]=1[O:8][CH3:9])[CH:11]=[O:12]. The yield is 0.740. (5) The reactants are [CH2:1]([C:5]1[N:6]=[C:7]2[CH:23]=[CH:22][C:21]([Cl:24])=[CH:20][N:8]2[C:9](=[O:19])[C:10]=1[C:11]1[CH:16]=[CH:15][C:14]([O:17]C)=[CH:13][CH:12]=1)[CH2:2][CH2:3][CH3:4].B(Br)(Br)Br.O. The catalyst is C(Cl)Cl. The product is [CH2:1]([C:5]1[N:6]=[C:7]2[CH:23]=[CH:22][C:21]([Cl:24])=[CH:20][N:8]2[C:9](=[O:19])[C:10]=1[C:11]1[CH:12]=[CH:13][C:14]([OH:17])=[CH:15][CH:16]=1)[CH2:2][CH2:3][CH3:4]. The yield is 0.810. (6) The reactants are [NH2:1][C:2]1[C:3]([OH:11])=[C:4]([CH:8]=[CH:9][CH:10]=1)[C:5]([OH:7])=[O:6].[CH2:12](C(CC)(CC)C([O-])([O-])[O-])[CH3:13].[CH3:23][C:24]1C=CC(S(O)(=O)=O)=CC=1. No catalyst specified. The product is [CH3:12][C:13]1[O:11][C:3]2[C:4]([C:5]([O:7][CH2:23][CH3:24])=[O:6])=[CH:8][CH:9]=[CH:10][C:2]=2[N:1]=1. The yield is 0.950. (7) The reactants are [S:1](=[O:38])(=[O:37])([O:3][CH2:4][C@@H:5]1[CH2:9][C@@H:8]([O:10][C:11]2[CH:16]=[C:15]([NH:17][C@@H:18]3[C:26]4[C:21](=[CH:22][CH:23]=[CH:24][CH:25]=4)[CH2:20][C@@H:19]3[O:27][CH3:28])[N:14]=[CH:13][N:12]=2)[CH2:7][C@@H:6]1[O:29][Si](C(C)(C)C)(C)C)[NH2:2].F.N1C=CC=CC=1. The catalyst is N1C=CC=CC=1.C1COCC1. The product is [S:1](=[O:38])(=[O:37])([O:3][CH2:4][C@@H:5]1[CH2:9][C@@H:8]([O:10][C:11]2[CH:16]=[C:15]([NH:17][C@@H:18]3[C:26]4[C:21](=[CH:22][CH:23]=[CH:24][CH:25]=4)[CH2:20][C@@H:19]3[O:27][CH3:28])[N:14]=[CH:13][N:12]=2)[CH2:7][C@@H:6]1[OH:29])[NH2:2]. The yield is 0.520.